This data is from Catalyst prediction with 721,799 reactions and 888 catalyst types from USPTO. The task is: Predict which catalyst facilitates the given reaction. (1) Reactant: [CH3:1][N:2]([CH2:10][CH2:11][CH:12]1[CH2:17][CH2:16][N:15](C(OC(C)(C)C)=O)[CH2:14][CH2:13]1)[C:3]([C:5]1[N:6]=[N:7][NH:8][CH:9]=1)=[O:4].Cl.O1CCOCC1. Product: [CH3:1][N:2]([CH2:10][CH2:11][CH:12]1[CH2:13][CH2:14][NH:15][CH2:16][CH2:17]1)[C:3]([C:5]1[N:6]=[N:7][NH:8][CH:9]=1)=[O:4]. The catalyst class is: 25. (2) Reactant: Cl.Cl.Cl.[NH2:4][C:5]1[S:6][CH:7]=[C:8]([CH2:10][N:11]([CH3:22])[C:12]2[NH:17][C:16]([Cl:18])=[N:15][C:14](=[N:19][NH2:20])[C:13]=2[F:21])[N:9]=1.[CH:23]1([CH2:28][C@H:29]([CH2:33][N:34]([CH:42]=[O:43])[O:35][CH:36]2[CH2:41][CH2:40][CH2:39][CH2:38][O:37]2)[C:30](O)=[O:31])[CH2:27][CH2:26][CH2:25][CH2:24]1.C1C=NC2N(O)N=NC=2C=1.CN1CCOCC1.C(Cl)CCl. Product: [NH2:4][C:5]1[S:6][CH:7]=[C:8]([CH2:10][N:11]([CH3:22])[C:12]2[N:17]=[C:16]([Cl:18])[N:15]=[C:14]([NH:19][NH:20][C:30](=[O:31])[C@H:29]([CH2:28][CH:23]3[CH2:24][CH2:25][CH2:26][CH2:27]3)[CH2:33][N:34]([O:35][CH:36]3[CH2:41][CH2:40][CH2:39][CH2:38][O:37]3)[CH:42]=[O:43])[C:13]=2[F:21])[N:9]=1. The catalyst class is: 3. (3) Reactant: N(C(OC(C)C)=O)=NC(OC(C)C)=O.[OH:15][C:16]1[CH:25]=[C:24]2[C:19]([C:20]([O:26][C:27]3[CH:28]=[C:29]4[C:33](=[CH:34][CH:35]=3)[NH:32][C:31]([CH3:36])=[CH:30]4)=[N:21][CH:22]=[N:23]2)=[CH:18][CH:17]=1.C1(P(C2C=CC=CC=2)C2C=CC=CC=2)C=CC=CC=1.[N:56]1([CH2:61][CH2:62][CH2:63]O)[CH2:60][CH2:59][CH2:58][CH2:57]1. Product: [CH3:36][C:31]1[NH:32][C:33]2[C:29]([CH:30]=1)=[CH:28][C:27]([O:26][C:20]1[C:19]3[C:24](=[CH:25][C:16]([O:15][CH2:63][CH2:62][CH2:61][N:56]4[CH2:60][CH2:59][CH2:58][CH2:57]4)=[CH:17][CH:18]=3)[N:23]=[CH:22][N:21]=1)=[CH:35][CH:34]=2. The catalyst class is: 2.